Dataset: Reaction yield outcomes from USPTO patents with 853,638 reactions. Task: Predict the reaction yield, written as a fraction of the theoretical maximum amount of product (1.0 means a 100% yield; for example, 0.34 means a 34% yield). (1) The reactants are [O:1]=[C:2]1[CH2:7][S:6][C:5]2[CH:8]=[CH:9][C:10]([C:12]([OH:14])=O)=[N:11][C:4]=2[NH:3]1.[CH3:15][O:16][C:17]1[CH:18]=[C:19]2[C:24](=[CH:25][CH:26]=1)[N:23]=[CH:22][C:21]([S:27][CH2:28][CH2:29][N:30]1[CH2:35][CH2:34][CH:33]([NH2:36])[CH2:32][CH2:31]1)=[CH:20]2. No catalyst specified. The product is [CH3:15][O:16][C:17]1[CH:18]=[C:19]2[C:24](=[CH:25][CH:26]=1)[N:23]=[CH:22][C:21]([S:27][CH2:28][CH2:29][N:30]1[CH2:35][CH2:34][CH:33]([NH:36][C:12]([C:10]3[CH:9]=[CH:8][C:5]4[S:6][CH2:7][C:2](=[O:1])[NH:3][C:4]=4[N:11]=3)=[O:14])[CH2:32][CH2:31]1)=[CH:20]2. The yield is 0.300. (2) The reactants are [N+:1]([C:4]1[CH:5]=[C:6]([CH:10]=[CH:11][CH:12]=1)[CH2:7][CH2:8][OH:9])([O-:3])=[O:2].CC(OI1(OC(C)=O)(OC(C)=O)OC(=O)C2C=CC=CC1=2)=O.CCCCCC.C(OCC)(=O)C.S([O-])([O-])=O.[Na+].[Na+]. The yield is 1.00. The catalyst is ClCCl.C(OCC)C. The product is [N+:1]([C:4]1[CH:5]=[C:6]([CH2:7][CH:8]=[O:9])[CH:10]=[CH:11][CH:12]=1)([O-:3])=[O:2]. (3) The reactants are [NH2:1][C:2]1[N:3]=[C:4]([Cl:23])[C:5]2[CH2:10][C:9](=[O:11])[N:8]([CH2:12][C:13]3[C:18]([CH3:19])=[C:17]([O:20][CH3:21])[C:16]([CH3:22])=[CH:15][N:14]=3)[C:6]=2[N:7]=1.[NH:24]1[CH:28]=[CH:27][CH:26]=[C:25]1[CH:29]=O. The catalyst is N1CCCCC1.CCO. The product is [NH2:1][C:2]1[N:3]=[C:4]([Cl:23])[C:5]2=[C:6]([N:8]([CH2:12][C:13]3[C:18]([CH3:19])=[C:17]([O:20][CH3:21])[C:16]([CH3:22])=[CH:15][N:14]=3)[C:9](=[O:11])/[C:10]/2=[CH:29]\[C:25]2[NH:24][CH:28]=[CH:27][CH:26]=2)[N:7]=1. The yield is 0.500.